This data is from Catalyst prediction with 721,799 reactions and 888 catalyst types from USPTO. The task is: Predict which catalyst facilitates the given reaction. The catalyst class is: 1. Product: [N:1]([C@@H:4]([C@H:38]([C:46]1[CH:51]=[C:50]([F:52])[CH:49]=[C:48]([F:53])[CH:47]=1)[C:39]1[CH:44]=[CH:43][C:42]([F:45])=[CH:41][CH:40]=1)[C:5]([NH:7][C:8]1[CH:9]=[N:10][CH:11]=[C:12]([F:37])[C:13]=1[CH2:14][CH2:15][C@@H:16]1[N:30]([S:31]([CH:34]2[CH2:36][CH2:35]2)(=[O:33])=[O:32])[C@H:27]([CH3:28])[CH2:26][N:18]([C:19]([O:20][C:21]([CH3:23])([CH3:22])[CH3:24])=[O:25])[CH2:17]1)=[O:6])=[N+:2]=[N-:3]. Reactant: [N:1]([C@@H:4]([C@H:38]([C:46]1[CH:51]=[C:50]([F:52])[CH:49]=[C:48]([F:53])[CH:47]=1)[C:39]1[CH:44]=[CH:43][C:42]([F:45])=[CH:41][CH:40]=1)[C:5]([NH:7][C:8]1[CH:9]=[N:10][CH:11]=[C:12]([F:37])[C:13]=1[CH2:14][CH2:15][C@H:16]([NH:30][S:31]([CH:34]1[CH2:36][CH2:35]1)(=[O:33])=[O:32])[CH2:17][N:18]([CH2:26][C@@H:27](O)[CH3:28])[C:19](=[O:25])[O:20][C:21]([CH3:24])([CH3:23])[CH3:22])=[O:6])=[N+:2]=[N-:3].CC(OC(/N=N/C(OC(C)C)=O)=O)C.C1(P(C2C=CC=CC=2)C2C=CC=CC=2)C=CC=CC=1.